This data is from NCI-60 drug combinations with 297,098 pairs across 59 cell lines. The task is: Regression. Given two drug SMILES strings and cell line genomic features, predict the synergy score measuring deviation from expected non-interaction effect. (1) Drug 1: C1=CC(=CC=C1CC(C(=O)O)N)N(CCCl)CCCl.Cl. Drug 2: C(=O)(N)NO. Cell line: SK-MEL-2. Synergy scores: CSS=-5.30, Synergy_ZIP=1.22, Synergy_Bliss=-1.04, Synergy_Loewe=-8.90, Synergy_HSA=-5.52. (2) Drug 1: CCN(CC)CCNC(=O)C1=C(NC(=C1C)C=C2C3=C(C=CC(=C3)F)NC2=O)C. Drug 2: CN(C(=O)NC(C=O)C(C(C(CO)O)O)O)N=O. Cell line: SW-620. Synergy scores: CSS=4.84, Synergy_ZIP=-3.96, Synergy_Bliss=-1.15, Synergy_Loewe=-1.45, Synergy_HSA=-0.746. (3) Drug 1: CCCCCOC(=O)NC1=NC(=O)N(C=C1F)C2C(C(C(O2)C)O)O. Drug 2: CC1CCC2CC(C(=CC=CC=CC(CC(C(=O)C(C(C(=CC(C(=O)CC(OC(=O)C3CCCCN3C(=O)C(=O)C1(O2)O)C(C)CC4CCC(C(C4)OC)O)C)C)O)OC)C)C)C)OC. Cell line: OVCAR-5. Synergy scores: CSS=19.6, Synergy_ZIP=-5.40, Synergy_Bliss=0.851, Synergy_Loewe=-9.74, Synergy_HSA=-0.0357.